This data is from Forward reaction prediction with 1.9M reactions from USPTO patents (1976-2016). The task is: Predict the product of the given reaction. (1) The product is: [F:19][C:14]([F:20])([O:13][C:10]1[CH:11]=[CH:12][C:7]([N:4]2[CH:5]=[N:6][C:2]([C:29]3[CH:35]=[CH:34][C:32]([NH2:33])=[CH:31][CH:30]=3)=[N:3]2)=[CH:8][CH:9]=1)[C:15]([F:18])([F:17])[F:16]. Given the reactants Br[C:2]1[N:6]=[CH:5][N:4]([C:7]2[CH:12]=[CH:11][C:10]([O:13][C:14]([F:20])([F:19])[C:15]([F:18])([F:17])[F:16])=[CH:9][CH:8]=2)[N:3]=1.CC1(C)C(C)(C)OB([C:29]2[CH:35]=[CH:34][C:32]([NH2:33])=[CH:31][CH:30]=2)O1.C([O-])([O-])=O.[K+].[K+], predict the reaction product. (2) Given the reactants C(OC([N:8]1[C@@H:12]([C:13]2[CH:18]=[CH:17][CH:16]=[CH:15][CH:14]=2)[CH2:11][CH2:10][C@H:9]1[C:19](=[O:38])[NH:20][C:21]1[S:22][CH:23]=[C:24]([C:26]2[CH:31]=[CH:30][C:29]([C:32](=[O:37])[NH:33][CH:34]3[CH2:36][CH2:35]3)=[CH:28][CH:27]=2)[N:25]=1)=O)(C)(C)C, predict the reaction product. The product is: [CH:34]1([NH:33][C:32]([C:29]2[CH:30]=[CH:31][C:26]([C:24]3[N:25]=[C:21]([NH:20][C:19]([C@@H:9]4[CH2:10][CH2:11][C@H:12]([C:13]5[CH:14]=[CH:15][CH:16]=[CH:17][CH:18]=5)[NH:8]4)=[O:38])[S:22][CH:23]=3)=[CH:27][CH:28]=2)=[O:37])[CH2:35][CH2:36]1. (3) The product is: [C:1]([O:5][C:6]([N:8]1[C:16]2[C:11](=[CH:12][C:13]([Br:20])=[C:14]([Cl:17])[CH:15]=2)[C:10]([CH3:19])([CH3:18])[CH2:9]1)=[O:7])([CH3:4])([CH3:2])[CH3:3]. Given the reactants [C:1]([O:5][C:6]([N:8]1[C:16]2[C:11](=[CH:12][CH:13]=[C:14]([Cl:17])[CH:15]=2)[C:10]([CH3:19])([CH3:18])[CH2:9]1)=[O:7])([CH3:4])([CH3:3])[CH3:2].[Br:20]N1C(=O)CCC1=O, predict the reaction product. (4) Given the reactants [Cl:1][C:2]1[CH:7]=[CH:6][CH:5]=[C:4]([CH3:8])[C:3]=1[NH:9][C:10]1[NH:11][C:12]2[C:18]3[CH2:19][C:20]([CH3:23])([CH3:22])[O:21][C:17]=3[C:16]([C:24]([O:26]C)=[O:25])=[CH:15][C:13]=2[N:14]=1.[OH-].[Na+], predict the reaction product. The product is: [Cl:1][C:2]1[CH:7]=[CH:6][CH:5]=[C:4]([CH3:8])[C:3]=1[NH:9][C:10]1[NH:11][C:12]2[C:18]3[CH2:19][C:20]([CH3:23])([CH3:22])[O:21][C:17]=3[C:16]([C:24]([OH:26])=[O:25])=[CH:15][C:13]=2[N:14]=1. (5) The product is: [Cl:43][C:44]1[CH:49]=[C:48]2[C:47](=[CH:46][CH:45]=1)[O:3][C:4]1([CH2:5][CH2:6][CH2:7]1)[CH2:9][CH:10]2[NH:12][C:29](=[O:31])[CH2:28][CH2:27][CH2:26][C:21]1[CH:22]=[CH:23][CH:24]=[CH:25][C:20]=1[O:19][CH:14]1[CH2:15][CH2:16][CH2:17][CH2:18]1. Given the reactants CC1(C)C[CH:10]([NH2:12])[C:9]2[C:4](=[CH:5][CH:6]=[CH:7]C=2)[O:3]1.[CH:14]1([O:19][C:20]2[CH:25]=[CH:24][CH:23]=[CH:22][C:21]=2[CH2:26][CH2:27][CH2:28][C:29]([OH:31])=O)[CH2:18][CH2:17][CH2:16][CH2:15]1.CCN=C=NCCCN(C)C.[ClH:43].[CH:44]1[CH:45]=[CH:46][C:47]2N(O)N=N[C:48]=2[CH:49]=1.C(N(CC)CC)C, predict the reaction product. (6) Given the reactants C([O:3][C:4](=[O:22])[C:5]([C:7]1[CH:12]=[CH:11][C:10]([N:13]2[C:17]3=[N:18][CH:19]=[CH:20][CH:21]=[C:16]3[N:15]=[CH:14]2)=[CH:9][CH:8]=1)=[O:6])C.[Li+].[OH-].Cl, predict the reaction product. The product is: [N:15]1[C:16]2[C:17](=[N:18][CH:19]=[CH:20][CH:21]=2)[N:13]([C:10]2[CH:9]=[CH:8][C:7]([C:5](=[O:6])[C:4]([OH:22])=[O:3])=[CH:12][CH:11]=2)[CH:14]=1. (7) Given the reactants [Cl:1][C:2]1[CH:10]=[C:9]2[C:5]([C:6]([C:11]([N:13]3[CH2:18][CH2:17][CH:16]([C:19]4[CH:24]=[CH:23][CH:22]=[CH:21][C:20]=4[O:25][CH3:26])[CH2:15][CH2:14]3)=[O:12])=[CH:7][NH:8]2)=[CH:4][CH:3]=1.Cl[CH2:28][CH2:29][N:30]([CH3:32])[CH3:31], predict the reaction product. The product is: [Cl:1][C:2]1[CH:10]=[C:9]2[C:5]([C:6]([C:11]([N:13]3[CH2:18][CH2:17][CH:16]([C:19]4[CH:24]=[CH:23][CH:22]=[CH:21][C:20]=4[O:25][CH3:26])[CH2:15][CH2:14]3)=[O:12])=[CH:7][N:8]2[CH2:28][CH2:29][N:30]([CH3:32])[CH3:31])=[CH:4][CH:3]=1. (8) Given the reactants [Cl:1][C:2]1[CH:7]=[C:6]([O:8][CH:9]([F:11])[F:10])[CH:5]=[CH:4][C:3]=1[C:12]1[CH:17]=[CH:16][N:15]=[C:14]([NH:18][CH:19]([CH2:22][O:23][CH3:24])[CH2:20][CH3:21])[C:13]=1[NH2:25].[C:26](OC)(=[O:30])[C:27]([CH3:29])=O, predict the reaction product. The product is: [Cl:1][C:2]1[CH:7]=[C:6]([O:8][CH:9]([F:10])[F:11])[CH:5]=[CH:4][C:3]=1[C:12]1[C:13]2[N:25]=[C:27]([CH3:29])[C:26](=[O:30])[N:18]([CH:19]([CH2:22][O:23][CH3:24])[CH2:20][CH3:21])[C:14]=2[N:15]=[CH:16][CH:17]=1.